This data is from Catalyst prediction with 721,799 reactions and 888 catalyst types from USPTO. The task is: Predict which catalyst facilitates the given reaction. (1) Reactant: [I:1][C:2]1[CH:11]=[CH:10][CH:9]=[C:8]2[C:3]=1[CH2:4][CH2:5][N:6]1[C:16](=[O:17])[CH2:15][NH:14][C:13](=O)[C:12]([CH3:19])=[C:7]12.O=P(Cl)(Cl)Cl.[CH:25]1([C:28]2[N:29]=[CH:30][NH:31][CH:32]=2)[CH2:27][CH2:26]1.N1C=CC=CC=1. Product: [CH:25]1([C:28]2[N:29]=[CH:30][N:31]([C:13]3[C:12]([CH3:19])=[C:7]4[C:8]5[C:3]([CH2:4][CH2:5][N:6]4[C:16](=[O:17])[CH2:15][N:14]=3)=[C:2]([I:1])[CH:11]=[CH:10][CH:9]=5)[CH:32]=2)[CH2:27][CH2:26]1. The catalyst class is: 26. (2) Reactant: [C:1]1([CH:11]=O)[C:10]2[C:5](=[CH:6][CH:7]=[CH:8][CH:9]=2)[CH:4]=[CH:3][CH:2]=1.C1(P(C2C=CC=CC=2)(C2C=CC=CC=2)=[CH:20][CH:21]=[O:22])C=CC=CC=1. Product: [C:1]1(/[CH:11]=[CH:20]/[CH:21]=[O:22])[C:10]2[C:5](=[CH:6][CH:7]=[CH:8][CH:9]=2)[CH:4]=[CH:3][CH:2]=1. The catalyst class is: 1. (3) Reactant: [F:1][C:2]1[CH:10]=[C:9]2[C:5]([C:6]([C:20]3[CH:21]=[N:22][NH:23][CH:24]=3)=[CH:7][N:8]2[S:11]([C:14]2[CH:19]=[CH:18][CH:17]=[CH:16][CH:15]=2)(=[O:13])=[O:12])=[CH:4][CH:3]=1.Br[CH2:26][CH2:27][OH:28].C([O-])([O-])=O.[K+].[K+]. Product: [F:1][C:2]1[CH:10]=[C:9]2[C:5]([C:6]([C:20]3[CH:24]=[N:23][N:22]([CH2:26][CH2:27][OH:28])[CH:21]=3)=[CH:7][N:8]2[S:11]([C:14]2[CH:15]=[CH:16][CH:17]=[CH:18][CH:19]=2)(=[O:12])=[O:13])=[CH:4][CH:3]=1. The catalyst class is: 23. (4) Reactant: P(Br)(Br)[Br:2].[CH:5]1([C:11]2[CH:36]=[CH:35][C:14]([CH2:15][O:16][C:17]3[CH:22]=[CH:21][CH:20]=[CH:19][C:18]=3[CH2:23][CH2:24][CH:25](O)[CH2:26][CH2:27][CH2:28][CH2:29][C:30]([O:32][CH3:33])=[O:31])=[CH:13][CH:12]=2)[CH2:10][CH2:9][CH2:8][CH2:7][CH2:6]1.O. Product: [Br:2][CH:25]([CH2:24][CH2:23][C:18]1[CH:19]=[CH:20][CH:21]=[CH:22][C:17]=1[O:16][CH2:15][C:14]1[CH:35]=[CH:36][C:11]([CH:5]2[CH2:10][CH2:9][CH2:8][CH2:7][CH2:6]2)=[CH:12][CH:13]=1)[CH2:26][CH2:27][CH2:28][CH2:29][C:30]([O:32][CH3:33])=[O:31]. The catalyst class is: 27. (5) Reactant: [Cl:1][C:2]1[N:7]=[C:6]([NH:8][C:9](=[O:14])[C:10]([CH3:13])([CH3:12])[CH3:11])[CH:5]=[CH:4][CH:3]=1.[Li]CCCC.CN([CH:23]=[O:24])C.Cl.C([O-])([O-])=O.[K+].[K+]. Product: [Cl:1][C:2]1[N:7]=[C:6]([NH:8][C:9](=[O:14])[C:10]([CH3:11])([CH3:13])[CH3:12])[C:5]([CH:23]=[O:24])=[CH:4][CH:3]=1. The catalyst class is: 1. (6) Reactant: [CH3:1][CH:2]([N:4]1[C:12](/[CH:13]=[CH:14]/[C@H:15]([OH:24])[CH2:16][C@H:17]([OH:23])[CH2:18][C:19]([O:21]C)=[O:20])=[C:11]([C:25]2[CH:30]=[CH:29][C:28]([F:31])=[CH:27][CH:26]=2)[C:10]2[C:5]1=[CH:6][CH:7]=[CH:8][CH:9]=2)[CH3:3].CCO.[OH-].[Na+:36]. Product: [CH3:3][CH:2]([N:4]1[C:12](/[CH:13]=[CH:14]/[CH:15]([OH:24])[CH2:16][CH:17]([OH:23])[CH2:18][C:19]([O-:21])=[O:20])=[C:11]([C:25]2[CH:26]=[CH:27][C:28]([F:31])=[CH:29][CH:30]=2)[C:10]2[CH:9]=[CH:8][CH:7]=[CH:6][C:5]1=2)[CH3:1].[Na+:36]. The catalyst class is: 6. (7) Reactant: [C:1]([C:3]1[CH:11]=[CH:10][CH:9]=[C:8]2[C:4]=1[CH:5]=[CH:6][NH:7]2)#[N:2].[H-].[Na+].Br[CH2:15][CH2:16][CH2:17][CH2:18][CH2:19][B:20]([OH:22])[OH:21]. Product: [C:1]([C:3]1[CH:11]=[CH:10][CH:9]=[C:8]2[C:4]=1[CH:5]=[CH:6][N:7]2[CH2:15][CH2:16][CH2:17][CH2:18][CH2:19][B:20]([OH:22])[OH:21])#[N:2]. The catalyst class is: 9.